This data is from Retrosynthesis with 50K atom-mapped reactions and 10 reaction types from USPTO. The task is: Predict the reactants needed to synthesize the given product. (1) The reactants are: CCc1cc(OCc2ccc(-c3ccccc3C#N)cc2)c2ccccc2n1.[N-]=[N+]=[N-]. Given the product CCc1cc(OCc2ccc(-c3ccccc3-c3nnn[nH]3)cc2)c2ccccc2n1, predict the reactants needed to synthesize it. (2) Given the product CCOC(=O)c1cc(C#N)c(N2CCC(C(=O)NS(=O)(=O)CC3CCC(C)CC3)CC2)nc1CN1CCCCC1=O, predict the reactants needed to synthesize it. The reactants are: CC1CCC(CS(N)(=O)=O)CC1.CCOC(=O)c1cc(C#N)c(N2CCC(C(=O)O)CC2)nc1CN1CCCCC1=O. (3) Given the product NC(=O)c1cc(CCl)on1, predict the reactants needed to synthesize it. The reactants are: N.O=C(Cl)c1cc(CCl)on1. (4) Given the product O=C(NC1CCCCC1)c1c(O)c2cccnc2n(Cc2ccccc2)c1=O, predict the reactants needed to synthesize it. The reactants are: CCOC(=O)c1c(O)c2cccnc2n(Cc2ccccc2)c1=O.NC1CCCCC1. (5) The reactants are: COC(=O)NC(C(=O)N1CCCC1c1ncc(-c2ccc(-c3ccc4cc(-c5cnc(C6CCCN6C(=O)C(NC(=O)OC)C(C)C)[nH]5)ccc4c3)cc2)[nH]1)=C1CCOCC1. Given the product COC(=O)NC(C(=O)O)=C1CCOCC1, predict the reactants needed to synthesize it. (6) Given the product CCOC(CCN(CC1OCC(C)C(C)O1)C(=O)CBr)OCC, predict the reactants needed to synthesize it. The reactants are: CCOC(CCNCC1OCC(C)C(C)O1)OCC.O=C(Cl)CBr. (7) Given the product Nc1ncc(-c2ccc(O)cc2)cc1C(=O)Nc1ccncc1, predict the reactants needed to synthesize it. The reactants are: Nc1ncc(Br)cc1C(=O)Nc1ccncc1.OB(O)c1ccc(O)cc1.